Task: Predict the product of the given reaction.. Dataset: Forward reaction prediction with 1.9M reactions from USPTO patents (1976-2016) (1) Given the reactants [CH2:1]([N:8]([C:21]1[C:26]([Cl:27])=[CH:25][C:24]([C:28]([F:31])([F:30])[F:29])=[CH:23][N:22]=1)[S:9]([C:12]1[CH:17]=[CH:16][C:15]([N+:18]([O-])=O)=[CH:14][CH:13]=1)(=[O:11])=[O:10])[C:2]1[CH:7]=[CH:6][CH:5]=[CH:4][CH:3]=1, predict the reaction product. The product is: [NH2:18][C:15]1[CH:16]=[CH:17][C:12]([S:9]([N:8]([CH2:1][C:2]2[CH:3]=[CH:4][CH:5]=[CH:6][CH:7]=2)[C:21]2[C:26]([Cl:27])=[CH:25][C:24]([C:28]([F:31])([F:30])[F:29])=[CH:23][N:22]=2)(=[O:10])=[O:11])=[CH:13][CH:14]=1. (2) The product is: [CH2:30]([N:33]1[C:37](=[O:38])[C:36](=[CH:39][C:40]2[CH:41]=[CH:42][C:43]([CH2:44][NH:1][C:2]3[CH:7]=[CH:6][CH:5]=[C:4]([C:8]4[C:17]5[C:12](=[C:13]([C:18]([F:21])([F:19])[F:20])[CH:14]=[CH:15][CH:16]=5)[N:11]=[CH:10][C:9]=4[C:22](=[O:23])[C:24]4[CH:25]=[CH:26][CH:27]=[CH:28][CH:29]=4)[CH:3]=3)=[CH:46][CH:47]=2)[S:35][C:34]1=[S:48])[CH:31]=[CH2:32]. Given the reactants [NH2:1][C:2]1[CH:3]=[C:4]([C:8]2[C:17]3[C:12](=[C:13]([C:18]([F:21])([F:20])[F:19])[CH:14]=[CH:15][CH:16]=3)[N:11]=[CH:10][C:9]=2[C:22]([C:24]2[CH:29]=[CH:28][CH:27]=[CH:26][CH:25]=2)=[O:23])[CH:5]=[CH:6][CH:7]=1.[CH2:30]([N:33]1[C:37](=[O:38])[C:36](=[CH:39][C:40]2[CH:47]=[CH:46][C:43]([CH:44]=O)=[CH:42][CH:41]=2)[S:35][C:34]1=[S:48])[CH:31]=[CH2:32], predict the reaction product. (3) Given the reactants [Br:1][C:2]1[CH:3]=[C:4]([CH:8]=[C:9]([Br:20])[C:10]=1[O:11][CH2:12][C:13]1[CH:18]=[CH:17][CH:16]=[C:15]([Br:19])[CH:14]=1)[C:5]([OH:7])=O.[N+:21]([C:24]1[CH:29]=[CH:28][C:27]([S:30]([NH2:33])(=[O:32])=[O:31])=[CH:26][CH:25]=1)([O-:23])=[O:22], predict the reaction product. The product is: [Br:20][C:9]1[CH:8]=[C:4]([CH:3]=[C:2]([Br:1])[C:10]=1[O:11][CH2:12][C:13]1[CH:18]=[CH:17][CH:16]=[C:15]([Br:19])[CH:14]=1)[C:5]([NH:33][S:30]([C:27]1[CH:26]=[CH:25][C:24]([N+:21]([O-:23])=[O:22])=[CH:29][CH:28]=1)(=[O:32])=[O:31])=[O:7]. (4) Given the reactants [CH2:1]([N:8]1[CH2:24][CH2:23][C:11]2([NH:20][C:19](=[O:21])[C:18]3[C:13](=[CH:14][CH:15]=[C:16](Br)[CH:17]=3)[NH:12]2)[CH2:10][CH2:9]1)[C:2]1[CH:7]=[CH:6][CH:5]=[CH:4][CH:3]=1.[C:25]([O:29][C:30]([CH3:33])([CH3:32])[CH3:31])(=[O:28])[CH:26]=[CH2:27].COC(=O)/C=C/C1C=C2C(=CC=1)OC1(CCN(C(OC(C)(C)C)=O)CC1)CC2=O, predict the reaction product. The product is: [C:30]([O:29][C:25](=[O:28])/[CH:26]=[CH:27]/[C:16]1[CH:17]=[C:18]2[C:13](=[CH:14][CH:15]=1)[NH:12][C:11]1([CH2:23][CH2:24][N:8]([CH2:1][C:2]3[CH:7]=[CH:6][CH:5]=[CH:4][CH:3]=3)[CH2:9][CH2:10]1)[NH:20][C:19]2=[O:21])([CH3:33])([CH3:32])[CH3:31]. (5) Given the reactants [C:1](OC(=O)C)(=[O:3])C.C(O)=O.[O:11]=[C:12]1[N:18]([CH:19]2[CH2:24][CH2:23][N:22]([C:25]([O:27][C@H:28]([CH2:43][C:44]3[CH:49]=[C:48]([CH3:50])[C:47]([OH:51])=[C:46]([CH3:52])[CH:45]=3)[C:29]([N:31]3[CH2:36][CH2:35][CH:34]([N:37]4[CH2:42][CH2:41][O:40][CH2:39][CH2:38]4)[CH2:33][CH2:32]3)=[O:30])=[O:26])[CH2:21][CH2:20]2)[CH2:17][CH2:16][C:15]2[CH:53]=[CH:54][CH:55]=[CH:56][C:14]=2[NH:13]1, predict the reaction product. The product is: [O:11]=[C:12]1[N:18]([CH:19]2[CH2:24][CH2:23][N:22]([C:25]([O:27][C@H:28]([CH2:43][C:44]3[CH:49]=[C:48]([CH3:50])[C:47]([O:51][CH:1]=[O:3])=[C:46]([CH3:52])[CH:45]=3)[C:29]([N:31]3[CH2:32][CH2:33][CH:34]([N:37]4[CH2:38][CH2:39][O:40][CH2:41][CH2:42]4)[CH2:35][CH2:36]3)=[O:30])=[O:26])[CH2:21][CH2:20]2)[CH2:17][CH2:16][C:15]2[CH:53]=[CH:54][CH:55]=[CH:56][C:14]=2[NH:13]1. (6) Given the reactants [Br:1][C:2]1[CH:8]=[CH:7][C:5]([NH2:6])=[C:4]([N+:9]([O-])=O)[C:3]=1[Cl:12].C([O-])([O-])=O.[Na+].[Na+], predict the reaction product. The product is: [Br:1][C:2]1[C:3]([Cl:12])=[C:4]([NH2:9])[C:5]([NH2:6])=[CH:7][CH:8]=1.